This data is from Catalyst prediction with 721,799 reactions and 888 catalyst types from USPTO. The task is: Predict which catalyst facilitates the given reaction. Reactant: [NH2:1][C:2]1[S:3][C:4]([CH2:11][CH3:12])=[CH:5][C:6]=1[C:7]([O:9]C)=O.ClC(Cl)(O[C:17](=[O:23])[O:18]C(Cl)(Cl)Cl)Cl.[NH2:25][C:26]1[CH:33]=[CH:32][C:29]([C:30]#[N:31])=[CH:28]C=1.Br[CH2:35][C:36]1[CH:41]=[CH:40][C:39]([C:42]2[CH:47]=[CH:46][CH:45]=[CH:44][C:43]=2[C:48]2[N:52]=C(C(Cl)(Cl)Cl)O[N:49]=2)=[CH:38][CH:37]=1.[C:57](=[O:60])([O-])[O-].[K+].[K+].C(#[N:65])C. Product: [CH2:11]([C:4]1[S:3][C:2]2[N:1]([CH2:35][C:36]3[CH:37]=[CH:38][C:39]([C:42]4[CH:47]=[CH:46][CH:45]=[CH:44][C:43]=4[C:48]4[NH:49][C:17](=[O:23])[O:18][N:52]=4)=[CH:40][CH:41]=3)[C:57](=[O:60])[N:65]([C:26]3[CH:33]=[CH:32][C:29]([C:30]#[N:31])=[CH:28][N:25]=3)[C:7](=[O:9])[C:6]=2[CH:5]=1)[CH3:12]. The catalyst class is: 347.